Dataset: Reaction yield outcomes from USPTO patents with 853,638 reactions. Task: Predict the reaction yield, written as a fraction of the theoretical maximum amount of product (1.0 means a 100% yield; for example, 0.34 means a 34% yield). The reactants are [C:1]([O:5][C:6]([NH:8][C@@H:9]([CH3:12])[CH2:10][OH:11])=[O:7])([CH3:4])([CH3:3])[CH3:2].CC(OI1(OC(C)=O)(OC(C)=O)OC(=O)C2C=CC=CC1=2)=O.S(=O)(O)[O-].[Na+]. The catalyst is C(Cl)Cl.C(OCC)(=O)C. The product is [C:1]([O:5][C:6]([NH:8][C@@H:9]([CH3:12])[CH:10]=[O:11])=[O:7])([CH3:4])([CH3:3])[CH3:2]. The yield is 0.920.